Dataset: Full USPTO retrosynthesis dataset with 1.9M reactions from patents (1976-2016). Task: Predict the reactants needed to synthesize the given product. (1) Given the product [Cl:20][C:21]1[CH:34]=[CH:33][C:24]([CH2:25][NH:26][C:27]([C:28]([CH3:31])([CH3:30])[CH3:29])=[O:32])=[CH:23][C:22]=1[NH:35][C:36]1[N:16]([CH3:17])[C:14]2[CH:15]=[C:5]([O:4][CH2:3][CH:2]([F:1])[F:19])[C:6]([C:7]([O:9][CH2:10][CH3:11])=[O:8])=[CH:12][C:13]=2[N:18]=1, predict the reactants needed to synthesize it. The reactants are: [F:1][CH:2]([F:19])[CH2:3][O:4][C:5]1[CH:15]=[C:14]([NH:16][CH3:17])[C:13]([NH2:18])=[CH:12][C:6]=1[C:7]([O:9][CH2:10][CH3:11])=[O:8].[Cl:20][C:21]1[CH:34]=[CH:33][C:24]([CH2:25][NH:26][C:27](=[O:32])[C:28]([CH3:31])([CH3:30])[CH3:29])=[CH:23][C:22]=1[N:35]=[C:36]=S.CC(C)N=C=NC(C)C. (2) Given the product [F:37][C:36]([F:39])([F:38])[C:34]([OH:40])=[O:35].[Cl:1][C:2]1[CH:7]=[CH:6][C:5]([CH2:8][C:9]2[C:18]3[C:13](=[CH:14][CH:15]=[CH:16][CH:17]=3)[C:12](=[O:19])[N:11]([CH2:20][C@H:21]3[CH2:25][CH2:24][CH2:23][N:22]3[CH2:26][C:27]([OH:29])=[O:28])[N:10]=2)=[CH:4][CH:3]=1, predict the reactants needed to synthesize it. The reactants are: [Cl:1][C:2]1[CH:7]=[CH:6][C:5]([CH2:8][C:9]2[C:18]3[C:13](=[CH:14][CH:15]=[CH:16][CH:17]=3)[C:12](=[O:19])[N:11]([CH2:20][C@H:21]3[CH2:25][CH2:24][CH2:23][N:22]3[CH2:26][C:27]([O:29]C(C)(C)C)=[O:28])[N:10]=2)=[CH:4][CH:3]=1.[C:34]([OH:40])([C:36]([F:39])([F:38])[F:37])=[O:35]. (3) Given the product [NH3:1].[CH3:8][C:7]1([C:3]2[CH:2]=[N:1][CH:6]=[CH:5][CH:4]=2)[CH:25]2[CH:24]1[C:23](=[O:28])[N:22]([CH2:21][CH2:20][CH2:19][C:13]1[CH:14]=[CH:15][CH:16]=[CH:17][CH:18]=1)[C:26]2=[O:27], predict the reactants needed to synthesize it. The reactants are: [N:1]1[CH:6]=[CH:5][CH:4]=[C:3]([C:7](=NN)[CH3:8])[CH:2]=1.[OH-].[K+].[C:13]1([CH2:19][CH2:20][CH2:21][N:22]2[C:26](=[O:27])[CH:25]=[CH:24][C:23]2=[O:28])[CH:18]=[CH:17][CH:16]=[CH:15][CH:14]=1. (4) Given the product [CH2:9]([NH:11][C:12]([N:14]1[C:18]([CH3:19])=[C:17]([Br:1])[C:16]([O:20][C:21]2[C:26]([Cl:27])=[CH:25][C:24]([C:28]([F:29])([F:30])[F:31])=[CH:23][N:22]=2)=[N:15]1)=[O:13])[CH3:10], predict the reactants needed to synthesize it. The reactants are: [Br:1]N1C(=O)CCC1=O.[CH2:9]([NH:11][C:12]([N:14]1[C:18]([CH3:19])=[CH:17][C:16]([O:20][C:21]2[C:26]([Cl:27])=[CH:25][C:24]([C:28]([F:31])([F:30])[F:29])=[CH:23][N:22]=2)=[N:15]1)=[O:13])[CH3:10].O. (5) Given the product [CH3:1][C:2]1([CH3:14])[S:6](=[O:8])(=[O:7])[C:5]2[CH:9]=[CH:10][CH:11]=[CH:12][C:4]=2[CH:3]1[OH:13], predict the reactants needed to synthesize it. The reactants are: [CH3:1][C:2]1([CH3:14])[S:6](=[O:8])(=[O:7])[C:5]2[CH:9]=[CH:10][CH:11]=[CH:12][C:4]=2[C:3]1=[O:13].[BH4-].[Na+]. (6) Given the product [C:1]([O:5][C:6]([CH:7]1[NH:8][CH:9]([CH2:10][C:11]([CH3:14])([CH3:13])[CH3:12])[C:21]2([C:20]3[C:24](=[CH:25][C:17]([Cl:16])=[CH:18][CH:19]=3)[NH:23][C:22]2=[O:26])[CH:27]1[C:28]1[CH:33]=[C:32]([F:34])[CH:31]=[C:30]([Cl:35])[CH:29]=1)=[O:15])([CH3:4])([CH3:3])[CH3:2], predict the reactants needed to synthesize it. The reactants are: [C:1]([O:5][C:6](=[O:15])[CH2:7]/[N:8]=[CH:9]/[CH2:10][C:11]([CH3:14])([CH3:13])[CH3:12])([CH3:4])([CH3:3])[CH3:2].[Cl:16][C:17]1[CH:25]=[C:24]2[C:20](/[C:21](=[CH:27]/[C:28]3[CH:33]=[C:32]([F:34])[CH:31]=[C:30]([Cl:35])[CH:29]=3)/[C:22](=[O:26])[NH:23]2)=[CH:19][CH:18]=1.C(N(CC)CC)C.C1CCN2C(=NCCC2)CC1.